This data is from Reaction yield outcomes from USPTO patents with 853,638 reactions. The task is: Predict the reaction yield, written as a fraction of the theoretical maximum amount of product (1.0 means a 100% yield; for example, 0.34 means a 34% yield). (1) The reactants are [CH2:1]([C:3]1[CH:4]=[CH:5][C:6]([CH:9]=[CH2:10])=[N:7][CH:8]=1)[CH3:2].BrN1C(=[O:17])CCC1=O.[OH-].[Na+].[OH:21][C:22]1[CH:29]=[CH:28][C:25]([CH:26]=[O:27])=[CH:24][CH:23]=1. The catalyst is C(O)(C)(C)C.O.C1(C)C=CC=CC=1. The product is [CH2:1]([C:3]1[CH:4]=[CH:5][C:6]([CH:9]([OH:17])[CH2:10][O:21][C:22]2[CH:29]=[CH:28][C:25]([CH:26]=[O:27])=[CH:24][CH:23]=2)=[N:7][CH:8]=1)[CH3:2]. The yield is 0.840. (2) The reactants are [C:1]([O:6][CH2:7][CH3:8])(=[O:5])[C:2]([CH3:4])=O.[Br:9][C:10]1[CH:11]=[CH:12][C:13]([N+:18]([O-])=O)=[C:14]([CH:17]=1)[CH:15]=O.[Sn](Cl)Cl. The catalyst is C(O)C.[Cl-].[Zn+2].[Cl-]. The product is [Br:9][C:10]1[CH:17]=[C:14]2[C:13](=[CH:12][CH:11]=1)[N:18]=[C:2]([C:1]([O:6][CH2:7][CH3:8])=[O:5])[CH:4]=[CH:15]2. The yield is 0.140. (3) The reactants are [N:1]1[C:6]([CH3:7])=[CH:5][CH:4]=[CH:3][C:2]=1[CH3:8].[Li]CCCC.[N:14]1[C:23]2[C:18](=[CH:19][C:20]([C:24](OC)=[O:25])=[CH:21][CH:22]=2)[CH:17]=[CH:16][CH:15]=1.C1C[O:31]CC1. No catalyst specified. The product is [CH3:7][C:6]1[N:1]=[C:2]([C:8](=[O:31])[C:24]([C:20]2[CH:19]=[C:18]3[C:23](=[CH:22][CH:21]=2)[N:14]=[CH:15][CH:16]=[CH:17]3)=[O:25])[CH:3]=[CH:4][CH:5]=1. The yield is 0.460. (4) The reactants are Cl[C:2]1[N:7]=[C:6]([NH:8][C@H:9]([C:11]2[N:12]([C:28]3[CH:33]=[CH:32][CH:31]=[CH:30][CH:29]=3)[C:13](=[O:27])[C:14]3[C:19]([CH:20]=2)=[CH:18][CH:17]=[CH:16][C:15]=3[C:21]2[CH:22]=[N:23][N:24]([CH3:26])[CH:25]=2)[CH3:10])[C:5]([I:34])=[CH:4][N:3]=1.[OH-].[NH4+:36]. The catalyst is O1CCOCC1. The product is [NH2:36][C:2]1[N:7]=[C:6]([NH:8][C@H:9]([C:11]2[N:12]([C:28]3[CH:33]=[CH:32][CH:31]=[CH:30][CH:29]=3)[C:13](=[O:27])[C:14]3[C:19]([CH:20]=2)=[CH:18][CH:17]=[CH:16][C:15]=3[C:21]2[CH:22]=[N:23][N:24]([CH3:26])[CH:25]=2)[CH3:10])[C:5]([I:34])=[CH:4][N:3]=1. The yield is 0.570. (5) The reactants are CN(C(ON1N=NC2C=CC=NC1=2)=[N+](C)C)C.F[P-](F)(F)(F)(F)F.Cl.[NH2:26][C@@H:27]([CH:52]([CH3:54])[CH3:53])[C:28]([N:30]1[CH2:34][C@H:33]([OH:35])[CH2:32][C@H:31]1[C:36]([NH:38][CH2:39][C:40]1[CH:45]=[CH:44][C:43]([C:46]2[S:50][CH:49]=[N:48][C:47]=2[CH3:51])=[CH:42][CH:41]=1)=[O:37])=[O:29].[OH:55][C:56]1[CH:57]=[CH:58][C:59]2[C@@H:60]3[C@@H:68]([C@H:69]([CH2:73][CH2:74][CH2:75][CH2:76][O:77][CH2:78][CH2:79][O:80][CH2:81][CH2:82][O:83][CH2:84][C:85](O)=[O:86])[CH2:70][C:71]=2[CH:72]=1)[C@H:67]1[C@@:63]([CH3:89])([C@@H:64]([OH:88])[CH2:65][CH2:66]1)[CH2:62][CH2:61]3.CCN(C(C)C)C(C)C. The catalyst is CN(C=O)C. The product is [OH:55][C:56]1[CH:57]=[CH:58][C:59]2[C@@H:60]3[C@@H:68]([C@H:69]([CH2:73][CH2:74][CH2:75][CH2:76][O:77][CH2:78][CH2:79][O:80][CH2:81][CH2:82][O:83][CH2:84][C:85](=[O:86])[NH:26][C@@H:27]([CH:52]([CH3:54])[CH3:53])[C:28]([N:30]4[CH2:34][C@H:33]([OH:35])[CH2:32][C@H:31]4[C:36]([NH:38][CH2:39][C:40]4[CH:45]=[CH:44][C:43]([C:46]5[S:50][CH:49]=[N:48][C:47]=5[CH3:51])=[CH:42][CH:41]=4)=[O:37])=[O:29])[CH2:70][C:71]=2[CH:72]=1)[C@H:67]1[C@@:63]([CH3:89])([C@@H:64]([OH:88])[CH2:65][CH2:66]1)[CH2:62][CH2:61]3. The yield is 0.840. (6) The reactants are [CH3:1][C:2]1[CH:7]=[C:6]([C:8]([F:11])([F:10])[F:9])[C:5]([N+:12]([O-:14])=[O:13])=[CH:4][C:3]=1[N+:15]([O-:17])=[O:16].C[C:19]([N:21]([CH3:23])[CH3:22])=O. The catalyst is CN(C=O)C. The product is [N+:15]([C:3]1[CH:4]=[C:5]([N+:12]([O-:14])=[O:13])[C:6]([C:8]([F:10])([F:11])[F:9])=[CH:7][C:2]=1/[CH:1]=[CH:19]/[N:21]([CH3:23])[CH3:22])([O-:17])=[O:16]. The yield is 0.860. (7) The reactants are C([Li])CCC.Br[C:7]1[CH:12]=[CH:11][C:10](Br)=[CH:9][C:8]=1[F:14].C(O[B:19]1[O:23][C:22]([CH3:25])([CH3:24])[C:21]([CH3:27])([CH3:26])[O:20]1)(C)C.Cl[Si:29]([CH3:32])([CH3:31])[CH3:30].C(=O)=O.CC(C)=O. The catalyst is O1CCCC1.O. The product is [F:14][C:8]1[CH:9]=[C:10]([Si:29]([CH3:32])([CH3:31])[CH3:30])[CH:11]=[CH:12][C:7]=1[B:19]1[O:23][C:22]([CH3:25])([CH3:24])[C:21]([CH3:27])([CH3:26])[O:20]1. The yield is 0.990. (8) The reactants are [CH3:1][C:2]1[N:3]=[CH:4][C:5]([C:8](=[O:10])[CH3:9])=[N:6][CH:7]=1.[C:11](OC)(=[O:16])[C:12]([O:14][CH3:15])=[O:13].C[Si]([N-][Si](C)(C)C)(C)C.[Li+]. No catalyst specified. The product is [CH3:1][C:2]1[N:3]=[CH:4][C:5]([C:8](=[O:10])[CH2:9][C:11](=[O:16])[C:12]([O:14][CH3:15])=[O:13])=[N:6][CH:7]=1. The yield is 0.660. (9) The reactants are C[N:2]([CH2:10][C:11]1[CH:15]=[C:14]([C:16]2[CH:21]=[CH:20][CH:19]=[CH:18][CH:17]=2)[NH:13][CH:12]=1)[C:3](=O)OC(C)(C)C.C(O[K])(C)(C)C.[F:28][C:29]1[CH:30]=[C:31]([S:36]([Cl:39])(=[O:38])=[O:37])[CH:32]=[CH:33][C:34]=1[F:35]. The catalyst is O1CCCC1. The product is [ClH:39].[F:28][C:29]1[CH:30]=[C:31]([S:36]([N:13]2[C:14]([C:16]3[CH:17]=[CH:18][CH:19]=[CH:20][CH:21]=3)=[CH:15][C:11]([CH2:10][NH:2][CH3:3])=[CH:12]2)(=[O:37])=[O:38])[CH:32]=[CH:33][C:34]=1[F:35]. The yield is 0.330. (10) The reactants are [CH2:1]([OH:8])[C:2]1[CH:7]=[CH:6][CH:5]=[CH:4][CH:3]=1.[H-].[Na+].[C:11]1(=[O:15])[O:14][CH2:13][CH2:12]1. No catalyst specified. The product is [CH2:1]([O:8][C:13](=[O:14])[CH2:12][CH2:11][OH:15])[C:2]1[CH:7]=[CH:6][CH:5]=[CH:4][CH:3]=1. The yield is 0.710.